The task is: Binary Classification. Given a drug SMILES string, predict its activity (active/inactive) in a high-throughput screening assay against a specified biological target.. This data is from HIV replication inhibition screening data with 41,000+ compounds from the AIDS Antiviral Screen. (1) The drug is Oc1ccc(SCc2cc(O)c(O)c(O)c2)cc1. The result is 0 (inactive). (2) The drug is CCOC(C[Se]CC(OCC)OCC)OCC. The result is 1 (active). (3) The drug is Oc1ccc(C=Nc2nccs2)c(O)c1. The result is 0 (inactive). (4) The compound is CC(=O)OC1CSc2ccccc2N(C(C)=O)C1. The result is 0 (inactive). (5) The drug is Cc1cc2ccccc2oc(=O)c1=NNc1ccccc1. The result is 0 (inactive). (6) The compound is COC(=O)NCC(OC(=O)c1cc2c(cc1I)OCO2)C1=CCCCC1. The result is 0 (inactive).